From a dataset of Catalyst prediction with 721,799 reactions and 888 catalyst types from USPTO. Predict which catalyst facilitates the given reaction. (1) Reactant: [H-].[Na+].[CH3:3][S:4]([NH2:7])(=[O:6])=[O:5].[Cl:8][C:9]1[CH:14]=[CH:13][C:12]([N:15]2[CH2:20][CH2:19][O:18][CH2:17][CH2:16]2)=[CH:11][C:10]=1[CH:21]1[CH2:30][C:29]([CH3:32])([CH3:31])[C:28]2[C:23](=[CH:24][CH:25]=[C:26]([C:33](O)=[O:34])[CH:27]=2)[NH:22]1.C(N1C=CN=C1)(N1C=CN=C1)=O. Product: [Cl:8][C:9]1[CH:14]=[CH:13][C:12]([N:15]2[CH2:20][CH2:19][O:18][CH2:17][CH2:16]2)=[CH:11][C:10]=1[CH:21]1[CH2:30][C:29]([CH3:31])([CH3:32])[C:28]2[C:23](=[CH:24][CH:25]=[C:26]([C:33]([NH:7][S:4]([CH3:3])(=[O:6])=[O:5])=[O:34])[CH:27]=2)[NH:22]1. The catalyst class is: 35. (2) The catalyst class is: 101. Reactant: Br[C:2]1[CH:3]=[N:4][CH:5]=[C:6]([Br:8])[CH:7]=1.C([O:12][C:13]([CH3:15])=[CH2:14])(=O)C.C1(P(C2C=CC=CC=2)C2C=CC=CC=2C2C=CC=CC=2N(C)C)C=CC=CC=1. Product: [Br:8][C:6]1[CH:7]=[C:2]([CH2:14][C:13](=[O:12])[CH3:15])[CH:3]=[N:4][CH:5]=1. (3) Reactant: Br[C:2]1[N:6]2[C:7]3[C:12]([N:13]=[C:14]([NH:15][CH2:16][CH2:17][CH2:18][OH:19])[C:5]2=[N:4][CH:3]=1)=[CH:11][C:10]([O:20][C:21]([F:24])([F:23])[F:22])=[CH:9][CH:8]=3.[Cu](C#N)[C:26]#[N:27]. Product: [OH:19][CH2:18][CH2:17][CH2:16][NH:15][C:14]1[C:5]2[N:6]([C:2]([C:26]#[N:27])=[CH:3][N:4]=2)[C:7]2[C:12]([N:13]=1)=[CH:11][C:10]([O:20][C:21]([F:24])([F:23])[F:22])=[CH:9][CH:8]=2. The catalyst class is: 60. (4) Reactant: Cl[C:2]1[C:7]([C:8]#[N:9])=[C:6]([Cl:10])[N:5]=[C:4]([S:11][CH3:12])[N:3]=1.[NH2:13][C:14]1[CH:19]=[CH:18][CH:17]=[CH:16][CH:15]=1. Product: [Cl:10][C:6]1[C:7]([C:8]#[N:9])=[C:2]([NH:13][C:14]2[CH:19]=[CH:18][CH:17]=[CH:16][CH:15]=2)[N:3]=[C:4]([S:11][CH3:12])[N:5]=1. The catalyst class is: 863. (5) The catalyst class is: 6. Product: [CH3:1][C:2]1[CH:7]=[CH:6][C:5]([OH:8])=[C:4]([C@@H:9]([C:19]2[CH:24]=[CH:23][CH:22]=[CH:21][CH:20]=2)[CH2:10][CH2:11][N:12]([CH:13]([CH3:15])[CH3:14])[CH:16]([CH3:17])[CH3:18])[CH:3]=1.[CH:25]([OH:34])([C:31]([OH:33])=[O:32])[CH:26]([OH:30])[C:27]([OH:29])=[O:28]. Reactant: [CH3:1][C:2]1[CH:7]=[CH:6][C:5]([OH:8])=[C:4]([C@@H:9]([C:19]2[CH:24]=[CH:23][CH:22]=[CH:21][CH:20]=2)[CH2:10][CH2:11][N:12]([CH:16]([CH3:18])[CH3:17])[CH:13]([CH3:15])[CH3:14])[CH:3]=1.[C@H:25]([OH:34])([C:31]([OH:33])=[O:32])[C@@H:26]([OH:30])[C:27]([OH:29])=[O:28]. (6) Product: [CH:1]1[C:10]2[C:5](=[C:6]([N:11]3[C:12]([CH3:16])([CH3:15])[C:13](=[O:24])[N:35]([C:32]4[CH:31]=[CH:30][C:29]([S:28][C:27]([F:38])([F:26])[F:39])=[CH:34][CH:33]=4)[C:36]3=[O:37])[CH:7]=[CH:8][CH:9]=2)[CH:4]=[CH:3][N:2]=1. Reactant: [CH:1]1[C:10]2[C:5](=[C:6]([NH:11][C:12]([CH3:16])([CH3:15])[C:13]#N)[CH:7]=[CH:8][CH:9]=2)[CH:4]=[CH:3][N:2]=1.C(O)(=[O:24])C1C=CC=CC=1.[F:26][C:27]([F:39])([F:38])[S:28][C:29]1[CH:34]=[CH:33][C:32]([N:35]=[C:36]=[O:37])=[CH:31][CH:30]=1. The catalyst class is: 159. (7) Reactant: [Br:1]N1C(=O)CCC1=O.[CH:9]1([O:14][C:15]2[C:16]([O:35][CH3:36])=[CH:17][CH:18]=[C:19]3[C:24]=2[NH:23][C:22](=[O:25])[CH:21]=[C:20]3[NH:26][C:27]2[C:32]([Cl:33])=[CH:31][N:30]=[CH:29][C:28]=2[Cl:34])[CH2:13][CH2:12][CH2:11][CH2:10]1.CN(C=O)C. Product: [Br:1][C:21]1[C:22](=[O:25])[NH:23][C:24]2[C:19]([C:20]=1[NH:26][C:27]1[C:32]([Cl:33])=[CH:31][N:30]=[CH:29][C:28]=1[Cl:34])=[CH:18][CH:17]=[C:16]([O:35][CH3:36])[C:15]=2[O:14][CH:9]1[CH2:10][CH2:11][CH2:12][CH2:13]1. The catalyst class is: 6.